Dataset: Full USPTO retrosynthesis dataset with 1.9M reactions from patents (1976-2016). Task: Predict the reactants needed to synthesize the given product. Given the product [C:38]1([C:44]#[C:45][C:20]2[CH:19]=[CH:18][C:17]([CH2:16][C:15](=[O:30])[CH2:14][C:9]3[CH:10]=[CH:11][C:12]([C:31]#[C:57][C:51]4[CH:56]=[CH:55][CH:54]=[CH:53][CH:52]=4)=[CH:13][CH:8]=3)=[CH:22][CH:21]=2)[CH:43]=[CH:42][CH:41]=[CH:40][CH:39]=1, predict the reactants needed to synthesize it. The reactants are: BrC1C=CC([C:8]2[CH:13]=[CH:12][CH:11]=[CH:10][C:9]=2[CH2:14][C:15](=[O:30])[CH2:16][C:17]2[CH:22]=[CH:21][CH:20]=[CH:19][C:18]=2C2C=CC(Br)=CC=2)=CC=1.[CH2:31](N(CC)CC)C.[C:38]1([C:44]#[CH:45])[CH:43]=[CH:42][CH:41]=[CH:40][CH:39]=1.CN(C)C=O.[C:51]1([CH3:57])[CH:56]=[CH:55][CH:54]=[CH:53][CH:52]=1.